This data is from Full USPTO retrosynthesis dataset with 1.9M reactions from patents (1976-2016). The task is: Predict the reactants needed to synthesize the given product. (1) Given the product [Cl:21][C:20]1[C:15]([N:12]2[CH2:11][CH2:10][NH:9][CH2:14][CH2:13]2)=[N:16][CH:17]=[CH:18][N:19]=1, predict the reactants needed to synthesize it. The reactants are: Cl.C(OC([N:9]1[CH2:14][CH2:13][N:12]([C:15]2[C:20]([Cl:21])=[N:19][CH:18]=[CH:17][N:16]=2)[CH2:11][CH2:10]1)=O)(C)(C)C. (2) Given the product [C:1]1([C@@H:7]([NH:9][C@H:10]2[CH2:15][CH2:14][O:13][CH2:12][C@@H:11]2[C:16]([O:18][CH2:19][CH3:20])=[O:17])[CH3:8])[CH:6]=[CH:5][CH:4]=[CH:3][CH:2]=1, predict the reactants needed to synthesize it. The reactants are: [C:1]1([C@@H:7]([NH:9][C@H:10]2[CH2:15][CH2:14][O:13][CH2:12][C@H:11]2[C:16]([O:18][CH2:19][CH3:20])=[O:17])[CH3:8])[CH:6]=[CH:5][CH:4]=[CH:3][CH:2]=1.CC([O-])(C)C.[K+].OS(O)(=O)=O.[OH-].[Na+]. (3) Given the product [CH2:1]([O:8][C:9]1[CH:10]=[C:11]2[C:16](=[CH:17][CH:18]=1)[CH:15]([C:19]1[CH:24]=[CH:23][C:22]([O:25][CH2:26][CH2:27][N:28]3[CH2:32][CH2:31][CH2:30][CH2:29]3)=[CH:21][CH:20]=1)[N:14]([C:42](=[O:43])[C:41]([CH3:46])([CH3:45])[CH3:40])[CH2:13][CH2:12]2)[C:2]1[CH:3]=[CH:4][CH:5]=[CH:6][CH:7]=1, predict the reactants needed to synthesize it. The reactants are: [CH2:1]([O:8][C:9]1[CH:10]=[C:11]2[C:16](=[CH:17][CH:18]=1)[CH:15]([C:19]1[CH:24]=[CH:23][C:22]([O:25][CH2:26][CH2:27][N:28]3[CH2:32][CH2:31][CH2:30][CH2:29]3)=[CH:21][CH:20]=1)[NH:14][CH2:13][CH2:12]2)[C:2]1[CH:7]=[CH:6][CH:5]=[CH:4][CH:3]=1.CCN(CC)CC.[CH3:40][C:41]([CH3:46])([CH3:45])[C:42](Cl)=[O:43]. (4) Given the product [C:1]([NH:3][C:4]([N:12]1[CH2:13][CH2:14][C:15]([CH2:24][CH2:25][N:26]2[CH:31]3[CH2:32][CH2:33][CH:27]2[CH2:28][CH:29]([N:34]2[C:38]4[CH:39]=[CH:40][CH:41]=[CH:42][C:37]=4[N:36]=[C:35]2[CH3:43])[CH2:30]3)([C:18]2[CH:19]=[CH:20][CH:21]=[CH:22][CH:23]=2)[CH2:16][CH2:17]1)=[O:5])#[N:2], predict the reactants needed to synthesize it. The reactants are: [C:1]([N:3]=[C:4]([N:12]1[CH2:17][CH2:16][C:15]([CH2:24][CH2:25][N:26]2[CH:31]3[CH2:32][CH2:33][CH:27]2[CH2:28][CH:29]([N:34]2[C:38]4[CH:39]=[CH:40][CH:41]=[CH:42][C:37]=4[N:36]=[C:35]2[CH3:43])[CH2:30]3)([C:18]2[CH:23]=[CH:22][CH:21]=[CH:20][CH:19]=2)[CH2:14][CH2:13]1)[O:5]C1C=CC=CC=1)#[N:2].C1COCC1.O.[OH-].[Li+].C(=O)(O)[O-].[Na+]. (5) Given the product [OH:15][C:11]1([C:9]2[NH:8][C:5]3[N:6]=[N:7][C:2]([C:26]#[C:25][CH2:24][CH2:23][N:27]4[CH:31]=[C:30]([C:32]([NH:34][CH2:35][C:36]5[CH:41]=[CH:40][CH:39]=[CH:38][N:37]=5)=[O:33])[N:29]=[N:28]4)=[CH:3][C:4]=3[CH:10]=2)[CH2:14][O:13][CH2:12]1, predict the reactants needed to synthesize it. The reactants are: I[C:2]1[N:7]=[N:6][C:5]2[NH:8][C:9]([C:11]3([OH:15])[CH2:14][O:13][CH2:12]3)=[CH:10][C:4]=2[CH:3]=1.CCN(CC)CC.[CH2:23]([N:27]1[CH:31]=[C:30]([C:32]([NH:34][CH2:35][C:36]2[CH:41]=[CH:40][CH:39]=[CH:38][N:37]=2)=[O:33])[N:29]=[N:28]1)[CH2:24][C:25]#[CH:26]. (6) Given the product [CH3:14][O:13][C:7]1[CH:8]=[C:9]([O:11][CH3:12])[CH:10]=[C:2]2[C:3]=1[C:4](=[O:5])[NH:6][C:15]([C:17]1[CH:27]=[C:26]([CH3:28])[C:20]([CH2:21][NH:22][C:23](=[O:25])[CH3:24])=[C:19]([CH3:29])[CH:18]=1)=[N:1]2, predict the reactants needed to synthesize it. The reactants are: [NH2:1][C:2]1[CH:10]=[C:9]([O:11][CH3:12])[CH:8]=[C:7]([O:13][CH3:14])[C:3]=1[C:4]([NH2:6])=[O:5].[CH:15]([C:17]1[CH:27]=[C:26]([CH3:28])[C:20]([CH2:21][NH:22][C:23](=[O:25])[CH3:24])=[C:19]([CH3:29])[CH:18]=1)=O.S(=O)(O)[O-].[Na+].CC1C=CC(S(O)(=O)=O)=CC=1.O. (7) Given the product [OH:1][C:2]([C:5]1[O:9][N:8]=[C:7]([CH2:10][CH:11]([C:12]#[N:13])[C:14]#[N:15])[CH:6]=1)([CH3:4])[CH3:3], predict the reactants needed to synthesize it. The reactants are: [OH:1][C:2]([C:5]1[O:9][N:8]=[C:7]([CH:10]=[C:11]([C:14]#[N:15])[C:12]#[N:13])[CH:6]=1)([CH3:4])[CH3:3].C[Mg]Br.Cl.